From a dataset of Full USPTO retrosynthesis dataset with 1.9M reactions from patents (1976-2016). Predict the reactants needed to synthesize the given product. (1) Given the product [Cl:1][C:2]1[CH:3]=[CH:4][C:5]([CH:8]2[NH:14][C:22]([C:21]3[CH:27]=[CH:28][C:29]([O:31][CH3:32])=[CH:30][C:20]=3[O:19][CH2:18][CH2:17][F:16])=[N:13][CH:9]2[CH2:10][CH2:11][CH3:12])=[CH:6][CH:7]=1, predict the reactants needed to synthesize it. The reactants are: [Cl:1][C:2]1[CH:7]=[CH:6][C:5]([CH:8]([NH2:14])[CH:9]([NH2:13])[CH2:10][CH2:11][CH3:12])=[CH:4][CH:3]=1.Cl.[F:16][CH2:17][CH2:18][O:19][C:20]1[CH:30]=[C:29]([O:31][CH3:32])[CH:28]=[CH:27][C:21]=1[C:22](=N)OCC.ClC1C=CC(C2NC(C3C=CC(OC)=CC=3OCC)=NC2CC2CCCC2)=CC=1. (2) Given the product [CH2:21]([C:11]1[N:10]([C:7]2[CH:8]=[CH:9][C:4]([CH2:3][CH2:2][NH:24][CH3:23])=[CH:5][CH:6]=2)[C:14]2=[N:15][C:16]([CH3:20])=[CH:17][C:18]([CH3:19])=[C:13]2[N:12]=1)[CH3:22], predict the reactants needed to synthesize it. The reactants are: Cl[CH2:2][CH2:3][C:4]1[CH:9]=[CH:8][C:7]([N:10]2[C:14]3=[N:15][C:16]([CH3:20])=[CH:17][C:18]([CH3:19])=[C:13]3[N:12]=[C:11]2[CH2:21][CH3:22])=[CH:6][CH:5]=1.[CH3:23][NH2:24]. (3) Given the product [ClH:44].[F:1][C:2]1[C:3]([F:27])=[CH:4][C:5]2[N:14]=[C:13]([N:15]3[CH2:20][CH2:19][N:18]([CH3:30])[C@@H:17]([CH2:21][CH2:22][O:23][CH3:24])[CH2:16]3)[C:12]3[CH:11]=[C:10]([CH3:25])[S:9][C:8]=3[NH:7][C:6]=2[CH:26]=1, predict the reactants needed to synthesize it. The reactants are: [F:1][C:2]1[C:3]([F:27])=[CH:4][C:5]2[N:14]=[C:13]([N:15]3[CH2:20][CH2:19][NH:18][C@@H:17]([CH2:21][CH2:22][O:23][CH3:24])[CH2:16]3)[C:12]3[CH:11]=[C:10]([CH3:25])[S:9][C:8]=3[NH:7][C:6]=2[CH:26]=1.C=O.[C:30](O[BH-](OC(=O)C)OC(=O)C)(=O)C.[Na+].[Cl:44]CCCl. (4) The reactants are: C([O:3][C:4](=O)[C@:5]([O:11][CH2:12][C@@:13]([C:28]1[C:33]([F:34])=[CH:32][CH:31]=[C:30]([Br:35])[N:29]=1)([NH:15][S:16]([C:19]1[CH:24]=[CH:23][C:22]([N+:25]([O-:27])=[O:26])=[CH:21][CH:20]=1)(=[O:18])=[O:17])[CH3:14])([CH3:10])[C:6]([F:9])([F:8])[F:7])C.[NH3:37].CO. Given the product [Br:35][C:30]1[N:29]=[C:28]([C@:13]([NH:15][S:16]([C:19]2[CH:24]=[CH:23][C:22]([N+:25]([O-:27])=[O:26])=[CH:21][CH:20]=2)(=[O:18])=[O:17])([CH3:14])[CH2:12][O:11][C@@:5]([CH3:10])([C:6]([F:9])([F:8])[F:7])[C:4]([NH2:37])=[O:3])[C:33]([F:34])=[CH:32][CH:31]=1, predict the reactants needed to synthesize it. (5) Given the product [CH3:1][C:2]1[NH:3][C:4]([C:10]2[CH:15]=[CH:14][CH:13]=[CH:12][C:11]=2[N+:16]([O-:18])=[O:17])=[CH:5][C:6]=1[C:7]([NH2:20])=[O:8], predict the reactants needed to synthesize it. The reactants are: [CH3:1][C:2]1[NH:3][C:4]([C:10]2[CH:15]=[CH:14][CH:13]=[CH:12][C:11]=2[N+:16]([O-:18])=[O:17])=[CH:5][C:6]=1[C:7](O)=[O:8].O[N:20]1C2C=CC=CC=2N=N1.Cl.C(N=C=NCCCN(C)C)C.[Cl-].[NH4+].C(N(CC)C(C)C)(C)C. (6) Given the product [O:2]=[C:3]1[C:8]([CH2:9][N:10]2[CH2:11][CH2:12][CH:13]([CH2:16][C:17]([C:19]3[CH:24]=[CH:23][CH:22]=[CH:21][C:20]=3[NH:25][S:26]([CH3:29])(=[O:28])=[O:27])=[O:18])[CH2:14][CH2:15]2)=[CH:7][CH:6]=[CH:5][NH:4]1, predict the reactants needed to synthesize it. The reactants are: C[O:2][C:3]1[C:8]([CH2:9][N:10]2[CH2:15][CH2:14][CH:13]([CH2:16][C:17]([C:19]3[CH:24]=[CH:23][CH:22]=[CH:21][C:20]=3[NH:25][S:26]([CH3:29])(=[O:28])=[O:27])=[O:18])[CH2:12][CH2:11]2)=[CH:7][CH:6]=[CH:5][N:4]=1.Cl.